From a dataset of Full USPTO retrosynthesis dataset with 1.9M reactions from patents (1976-2016). Predict the reactants needed to synthesize the given product. (1) Given the product [Br:3][C:4]1[CH:5]=[C:6]([CH:7]=[C:8]([C:9](=[O:10])[N:25]([CH3:26])[CH3:24])[CH:13]=1)[C:14]([O:16][CH3:17])=[O:15], predict the reactants needed to synthesize it. The reactants are: [OH-].[Na+].[Br:3][C:4]1[CH:5]=[C:6]([C:14]([O:16][CH3:17])=[O:15])[CH:7]=[C:8]([CH:13]=1)[C:9](OC)=[O:10].C(Cl)(=O)C(Cl)=O.[CH3:24][N:25](C=O)[CH3:26].CNC.C(O)C. (2) Given the product [CH3:1][C:2]1[NH:3][C:4]([B:15]2[O:16][C:17]([CH3:19])([CH3:18])[C:13]([CH3:29])([CH3:12])[O:14]2)=[CH:5][C:6]=1[C:7]([O:9][CH2:10][CH3:11])=[O:8], predict the reactants needed to synthesize it. The reactants are: [CH3:1][C:2]1[NH:3][CH:4]=[CH:5][C:6]=1[C:7]([O:9][CH2:10][CH3:11])=[O:8].[CH3:12][C:13]1([CH3:29])[C:17]([CH3:19])([CH3:18])[O:16][B:15]([B:15]2[O:16][C:17]([CH3:19])([CH3:18])[C:13]([CH3:29])([CH3:12])[O:14]2)[O:14]1. (3) Given the product [C:19]([O:18][C:17]([N:16]([CH3:24])[C@@H:6]([C@H:7]([CH3:15])[CH2:8][O:9][C@H:10]1[CH2:14][CH2:13][O:12][CH2:11]1)[C:2]([OH:1])=[O:27])=[O:23])([CH3:22])([CH3:21])[CH3:20], predict the reactants needed to synthesize it. The reactants are: [O:1]1C=CC=[C:2]1[C@@H:6]([N:16]([CH3:24])[C:17](=[O:23])[O:18][C:19]([CH3:22])([CH3:21])[CH3:20])[C@H:7]([CH3:15])[CH2:8][O:9][C@H:10]1[CH2:14][CH2:13][O:12][CH2:11]1.CC[O:27]C(C)=O.CCCCCCC.O. (4) Given the product [CH:1]1([C:6]2[CH:15]=[C:14]3[C:9]([C:10](=[O:18])[CH2:11][C:12]([CH3:17])([CH3:16])[O:13]3)=[C:8]([O:19][CH3:20])[C:7]=2[CH:21]([OH:22])[C:25]2[CH:30]=[CH:29][C:28]([C:31]([F:34])([F:33])[F:32])=[CH:27][CH:26]=2)[CH2:2][CH2:3][CH2:4][CH2:5]1, predict the reactants needed to synthesize it. The reactants are: [CH:1]1([C:6]2[CH:15]=[C:14]3[C:9]([C:10](=[O:18])[CH2:11][C:12]([CH3:17])([CH3:16])[O:13]3)=[C:8]([O:19][CH3:20])[C:7]=2[CH:21]=[O:22])[CH2:5][CH2:4][CH2:3][CH2:2]1.Br[Mg][C:25]1[CH:30]=[CH:29][C:28]([C:31]([F:34])([F:33])[F:32])=[CH:27][CH:26]=1.C(=O)(O)[O-].[Na+].